From a dataset of Forward reaction prediction with 1.9M reactions from USPTO patents (1976-2016). Predict the product of the given reaction. (1) The product is: [CH3:20][N:21]1[C:25]([C:2]2[CH:3]=[C:4]([C@@H:8]([NH:12][C:13](=[O:19])[O:14][C:15]([CH3:18])([CH3:17])[CH3:16])[CH2:9][CH:10]=[CH2:11])[CH:5]=[N:6][CH:7]=2)=[C:24]([N+:26]([O-:28])=[O:27])[CH:23]=[N:22]1. Given the reactants Br[C:2]1[CH:3]=[C:4]([C@@H:8]([NH:12][C:13](=[O:19])[O:14][C:15]([CH3:18])([CH3:17])[CH3:16])[CH2:9][CH:10]=[CH2:11])[CH:5]=[N:6][CH:7]=1.[CH3:20][N:21]1[CH:25]=[C:24]([N+:26]([O-:28])=[O:27])[CH:23]=[N:22]1.C12(P(C34CC5CC(CC(C5)C3)C4)CCCC)CC3CC(CC(C3)C1)C2.C([O-])([O-])=O.[K+].[K+].C(O)(=O)C(C)(C)C, predict the reaction product. (2) Given the reactants [CH2:1]([C:4]1[C:12]([O:13][CH3:14])=[CH:11][C:10]([Cl:15])=[CH:9][C:5]=1[C:6]([OH:8])=O)[CH:2]=[CH2:3].[CH2:16]([C:20]1[CH:25]=[C:24]([CH3:26])[N:23]=[C:22]([O:27][CH3:28])[C:21]=1[CH2:29][NH2:30])[CH2:17][CH:18]=[CH2:19].C(Cl)CCl.C1C=NC2N(O)N=NC=2C=1.CN1CCOCC1, predict the reaction product. The product is: [CH2:1]([C:4]1[C:12]([O:13][CH3:14])=[CH:11][C:10]([Cl:15])=[CH:9][C:5]=1[C:6]([NH:30][CH2:29][C:21]1[C:22]([O:27][CH3:28])=[N:23][C:24]([CH3:26])=[CH:25][C:20]=1[CH2:16][CH2:17][CH:18]=[CH2:19])=[O:8])[CH:2]=[CH2:3].